Dataset: Forward reaction prediction with 1.9M reactions from USPTO patents (1976-2016). Task: Predict the product of the given reaction. (1) Given the reactants [CH:1]1([NH:7][S:8]([C:11]2[CH:20]=[CH:19][C:18]([O:21][CH3:22])=[C:17]3[C:12]=2[CH2:13][CH2:14][CH:15]([NH:23]C(=O)C(F)(F)F)[CH2:16]3)(=[O:10])=[O:9])[CH2:6][CH2:5][CH2:4][CH2:3][CH2:2]1.[OH-].[Na+].Cl.C(=O)(O)[O-], predict the reaction product. The product is: [CH:1]1([NH:7][S:8]([C:11]2[C:12]3[CH2:13][CH2:14][CH:15]([NH2:23])[CH2:16][C:17]=3[C:18]([O:21][CH3:22])=[CH:19][CH:20]=2)(=[O:10])=[O:9])[CH2:2][CH2:3][CH2:4][CH2:5][CH2:6]1. (2) Given the reactants [NH2:1][CH2:2][CH2:3][CH:4]1[CH2:9][CH2:8][N:7]([C:10]([O:12][C:13]([CH3:16])([CH3:15])[CH3:14])=[O:11])[CH2:6][CH2:5]1.C=O.[C:19](O[BH-](OC(=O)C)OC(=O)C)(=O)C.[Na+], predict the reaction product. The product is: [CH3:19][NH:1][CH2:2][CH2:3][CH:4]1[CH2:5][CH2:6][N:7]([C:10]([O:12][C:13]([CH3:16])([CH3:15])[CH3:14])=[O:11])[CH2:8][CH2:9]1.